From a dataset of Full USPTO retrosynthesis dataset with 1.9M reactions from patents (1976-2016). Predict the reactants needed to synthesize the given product. (1) Given the product [CH:2](=[C:40]1[CH2:39][CH2:38][N:37]([C:42]([O:44][C:45]([CH3:47])([CH3:46])[CH3:48])=[O:43])[CH2:36][CH:35]1[F:34])[C:3]1[CH:4]=[CH:5][CH:6]=[CH:7][CH:8]=1, predict the reactants needed to synthesize it. The reactants are: [Br-].[CH2:2]([P+](C1C=CC=CC=1)(C1C=CC=CC=1)C1C=CC=CC=1)[C:3]1[CH:8]=[CH:7][CH:6]=[CH:5][CH:4]=1.CC(C)([O-])C.[K+].[F:34][CH:35]1[C:40](=O)[CH2:39][CH2:38][N:37]([C:42]([O:44][C:45]([CH3:48])([CH3:47])[CH3:46])=[O:43])[CH2:36]1. (2) Given the product [Cl:19][C:20]1[CH:25]=[CH:24][C:23]([O:29][CH3:30])=[C:22]([C:2]2[CH:7]=[CH:6][C:5]([S:8]([C:11]3[CH:16]=[CH:15][C:14]([F:17])=[CH:13][CH:12]=3)(=[O:10])=[O:9])=[C:4]([F:18])[CH:3]=2)[CH:21]=1, predict the reactants needed to synthesize it. The reactants are: Br[C:2]1[CH:7]=[CH:6][C:5]([S:8]([C:11]2[CH:16]=[CH:15][C:14]([F:17])=[CH:13][CH:12]=2)(=[O:10])=[O:9])=[C:4]([F:18])[CH:3]=1.[Cl:19][C:20]1[CH:21]=[CH:22][C:23]([O:29][CH3:30])=[C:24](B(O)O)[CH:25]=1. (3) Given the product [CH2:39]([O:38][C:37]([NH:36][CH:33]1[C:3]2[C:2](=[CH:12][CH:11]=[C:5]([C:6]([O:8][CH2:9][CH3:10])=[O:7])[CH:4]=2)[NH:1][CH:13]([CH3:14])[CH:34]1[CH3:35])=[O:46])[C:26]1[CH:27]=[CH:28][CH:29]=[CH:30][CH:31]=1, predict the reactants needed to synthesize it. The reactants are: [NH2:1][C:2]1[CH:12]=[CH:11][C:5]([C:6]([O:8][CH2:9][CH3:10])=[O:7])=[CH:4][CH:3]=1.[CH:13](=O)[CH3:14].P(O)(O[C:26]1[CH:31]=[CH:30][CH:29]=[CH:28][CH:27]=1)(O[C:26]1[CH:31]=[CH:30][CH:29]=[CH:28][CH:27]=1)=O.[CH:33](/[NH:36][C:37](=[O:46])[O:38][CH2:39]C1C=CC=CC=1)=[CH:34]\[CH3:35]. (4) Given the product [Cl:8][C:9]1[C:14]([F:15])=[C:13]([O:5][CH2:4][CH:1]2[CH2:3][CH2:2]2)[N:12]=[CH:11][N:10]=1, predict the reactants needed to synthesize it. The reactants are: [CH:1]1([CH2:4][OH:5])[CH2:3][CH2:2]1.[H-].[Na+].[Cl:8][C:9]1[C:14]([F:15])=[C:13](Cl)[N:12]=[CH:11][N:10]=1. (5) Given the product [Cl:35][C:30]1[N:29]=[C:28]([NH:27][C:24]2[NH:25][N:26]=[C:22]([CH:19]3[CH2:21][CH2:20]3)[CH:23]=2)[N:33]=[C:32]([NH:17][C:14]2[CH:15]=[C:16]3[C:11]([C:10](=[O:18])[NH:9][NH:8]3)=[CH:12][CH:13]=2)[N:31]=1, predict the reactants needed to synthesize it. The reactants are: C(OC([N:8]1[C:16]2[C:11](=[CH:12][CH:13]=[C:14]([NH2:17])[CH:15]=2)[C:10](=[O:18])[NH:9]1)=O)(C)(C)C.[CH:19]1([C:22]2[CH:23]=[C:24]([NH:27][C:28]3[N:33]=[C:32](Cl)[N:31]=[C:30]([Cl:35])[N:29]=3)[NH:25][N:26]=2)[CH2:21][CH2:20]1.